Dataset: Full USPTO retrosynthesis dataset with 1.9M reactions from patents (1976-2016). Task: Predict the reactants needed to synthesize the given product. (1) Given the product [Br:17][C:18]1[CH:23]=[CH:22][C:21]([O:24][CH2:2][C:3]2[C:8]([CH3:9])=[CH:7][CH:6]=[CH:5][C:4]=2[N:10]2[C:14](=[O:15])[N:13]([CH3:16])[N:12]=[N:11]2)=[C:20]([CH3:25])[CH:19]=1, predict the reactants needed to synthesize it. The reactants are: Br[CH2:2][C:3]1[C:8]([CH3:9])=[CH:7][CH:6]=[CH:5][C:4]=1[N:10]1[C:14](=[O:15])[N:13]([CH3:16])[N:12]=[N:11]1.[Br:17][C:18]1[CH:23]=[CH:22][C:21]([OH:24])=[C:20]([CH3:25])[CH:19]=1.C(=O)([O-])[O-].[K+].[K+].C(#N)C. (2) Given the product [CH3:20][C:21]1([CH3:27])[CH2:25][CH2:24][CH2:23][CH:22]1[C:11]#[N:12], predict the reactants needed to synthesize it. The reactants are: S([CH2:11][N+:12]#[C-])(C1C=CC(C)=CC=1)(=O)=O.CC(C)([O-])C.[K+].[CH3:20][C:21]1([CH3:27])[CH2:25][CH2:24][CH2:23][C:22]1=O.Cl. (3) Given the product [Cl:30][C:31]1[CH:36]=[C:35]([N+:37]([O-:39])=[O:38])[CH:34]=[CH:33][C:32]=1[N:40]1[CH2:45][CH2:44][N:43]([C:13]([C:12]2[C:8]([C:3]3[CH:4]=[CH:5][CH:6]=[CH:7][C:2]=3[Cl:1])=[N:9][O:10][C:11]=2[CH3:16])=[O:15])[CH2:42][CH2:41]1, predict the reactants needed to synthesize it. The reactants are: [Cl:1][C:2]1[CH:7]=[CH:6][CH:5]=[CH:4][C:3]=1[C:8]1[C:12]([C:13]([OH:15])=O)=[C:11]([CH3:16])[O:10][N:9]=1.C(Cl)(=O)C(Cl)=O.C(N(CC)CC)C.[Cl:30][C:31]1[CH:36]=[C:35]([N+:37]([O-:39])=[O:38])[CH:34]=[CH:33][C:32]=1[N:40]1[CH2:45][CH2:44][NH:43][CH2:42][CH2:41]1. (4) Given the product [Br:1][C:2]1[CH:3]=[C:4]2[C:7](=[CH:8][CH:9]=1)[C:6]([CH2:27][C:15]1[CH:14]=[C:13]([C:12]([F:26])([F:25])[F:11])[CH:18]=[C:17]([C:19]([F:22])([F:21])[F:20])[CH:16]=1)([OH:10])[CH2:5]2, predict the reactants needed to synthesize it. The reactants are: [Br:1][C:2]1[CH:3]=[C:4]2[C:7](=[CH:8][CH:9]=1)[C:6](=[O:10])[CH2:5]2.[F:11][C:12]([F:26])([F:25])[C:13]1[CH:14]=[C:15]([Mg]Br)[CH:16]=[C:17]([C:19]([F:22])([F:21])[F:20])[CH:18]=1.[CH2:27](OCC)C. (5) Given the product [Cl:22][C:7]1[CH:6]=[CH:5][C:4]2[N:3]=[C:2]([CH2:4][CH2:9][CH2:10][CH2:11][C:2]#[N:3])[CH:11]=[CH:10][C:9]=2[C:8]=1[C:12]([NH:14][CH2:15][CH:16]1[CH2:21][CH2:20][CH2:19][CH2:18][CH2:17]1)=[O:13], predict the reactants needed to synthesize it. The reactants are: Cl[C:2]1[CH:11]=[CH:10][C:9]2[C:8]([C:12]([NH:14][CH2:15][CH:16]3[CH2:21][CH2:20][CH2:19][CH2:18][CH2:17]3)=[O:13])=[C:7]([Cl:22])[CH:6]=[CH:5][C:4]=2[N:3]=1. (6) Given the product [CH2:1]([O:8][C:12]1[CH:21]=[C:20]2[C:15]([C:16](=[O:22])[NH:17][CH:18]=[N:19]2)=[CH:14][CH:13]=1)[C:2]1[CH:7]=[CH:6][CH:5]=[CH:4][CH:3]=1, predict the reactants needed to synthesize it. The reactants are: [CH2:1]([OH:8])[C:2]1[CH:7]=[CH:6][CH:5]=[CH:4][CH:3]=1.[H-].[Na+].F[C:12]1[CH:21]=[C:20]2[C:15]([C:16](=[O:22])[NH:17][CH:18]=[N:19]2)=[CH:14][CH:13]=1. (7) Given the product [NH2:28][C:25]1[CH:26]=[CH:27][C:22]([O:21][C:19]2[N:18]=[CH:17][N:16]=[C:15]([NH:14][C:12](=[O:13])[N:11]([CH:8]3[CH2:9][CH2:10][N:5]([CH2:4][CH2:3][N:2]([CH3:1])[CH3:32])[CH2:6][CH2:7]3)[CH3:31])[CH:20]=2)=[CH:23][CH:24]=1, predict the reactants needed to synthesize it. The reactants are: [CH3:1][N:2]([CH3:32])[CH2:3][CH2:4][N:5]1[CH2:10][CH2:9][CH:8]([N:11]([CH3:31])[C:12]([NH:14][C:15]2[CH:20]=[C:19]([O:21][C:22]3[CH:27]=[CH:26][C:25]([N+:28]([O-])=O)=[CH:24][CH:23]=3)[N:18]=[CH:17][N:16]=2)=[O:13])[CH2:7][CH2:6]1. (8) Given the product [F:13][C:7]1[CH:6]=[C:5]([CH:14]2[CH2:19][CH:18]([C:20]([O:22][CH3:23])=[O:21])[CH2:17][CH2:16][N:15]2[C:33]([O:34][CH3:35])=[O:36])[CH:4]=[C:3]([F:2])[C:8]=1[C:9]([F:12])([F:10])[F:11], predict the reactants needed to synthesize it. The reactants are: Cl.[F:2][C:3]1[CH:4]=[C:5]([CH:14]2[CH2:19][CH:18]([C:20]([O:22][CH3:23])=[O:21])[CH2:17][CH2:16][NH:15]2)[CH:6]=[C:7]([F:13])[C:8]=1[C:9]([F:12])([F:11])[F:10].CCN(C(C)C)C(C)C.[C:33](Cl)(=[O:36])[O:34][CH3:35].